Dataset: Forward reaction prediction with 1.9M reactions from USPTO patents (1976-2016). Task: Predict the product of the given reaction. (1) Given the reactants [O:1]1[CH:5]=[CH:4][CH:3]=[C:2]1[C:6](=[O:16])[CH2:7][C:8]1[CH:9]=[N:10][C:11]([O:14]C)=[CH:12][CH:13]=1.I[CH3:18], predict the reaction product. The product is: [O:1]1[CH:5]=[CH:4][CH:3]=[C:2]1[C:6](=[O:16])[CH2:7][C:8]1[CH:13]=[CH:12][C:11](=[O:14])[N:10]([CH3:18])[CH:9]=1. (2) Given the reactants [NH:1]1[CH2:6][CH2:5][CH:4]([CH2:7][CH2:8][OH:9])[CH2:3][CH2:2]1.[C:10]([Si:14](Cl)([CH3:16])[CH3:15])([CH3:13])([CH3:12])[CH3:11].N1C=CN=C1.C([O-])([O-])=O.[K+].[K+], predict the reaction product. The product is: [Si:14]([O:9][CH2:8][CH2:7][CH:4]1[CH2:5][CH2:6][NH:1][CH2:2][CH2:3]1)([C:10]([CH3:13])([CH3:12])[CH3:11])([CH3:16])[CH3:15]. (3) Given the reactants [N+:1]([O-:4])(O)=[O:2].[C:5]([C:13]1[C:14](=[O:25])[O:15][C:16]2[C:21]([CH:22]=1)=[CH:20][C:19]([OH:23])=[C:18]([OH:24])[CH:17]=2)(=[O:12])[C:6]1[CH:11]=[CH:10][CH:9]=[CH:8][CH:7]=1, predict the reaction product. The product is: [C:5]([C:13]1[C:14](=[O:25])[O:15][C:16]2[C:21]([CH:22]=1)=[C:20]([N+:1]([O-:4])=[O:2])[C:19]([OH:23])=[C:18]([OH:24])[CH:17]=2)(=[O:12])[C:6]1[CH:7]=[CH:8][CH:9]=[CH:10][CH:11]=1. (4) Given the reactants [OH:1][C:2]1[CH:10]=[CH:9][C:8]([O:11][CH3:12])=[CH:7][C:3]=1[C:4]([OH:6])=[O:5].[H-].[Na+].[CH2:15](Br)[C:16]1[CH:21]=[CH:20][CH:19]=[CH:18][CH:17]=1.O, predict the reaction product. The product is: [OH:1][C:2]1[CH:10]=[CH:9][C:8]([O:11][CH3:12])=[CH:7][C:3]=1[C:4]([O:6][CH2:15][C:16]1[CH:21]=[CH:20][CH:19]=[CH:18][CH:17]=1)=[O:5]. (5) The product is: [Cl:12][C:3]1[C:4]([Cl:11])=[N:5][CH:6]=[C:7]([C:2]=1[NH:16][C:15]1[CH:17]=[CH:18][C:19]([O:21][CH3:22])=[CH:20][C:14]=1[F:13])[C:8]([OH:10])=[O:9]. Given the reactants Cl[C:2]1[C:7]([C:8]([OH:10])=[O:9])=[CH:6][N:5]=[C:4]([Cl:11])[C:3]=1[Cl:12].[F:13][C:14]1[CH:20]=[C:19]([O:21][CH3:22])[CH:18]=[CH:17][C:15]=1[NH2:16], predict the reaction product. (6) Given the reactants C([O:8][C:9](=[O:42])[C@H:10]([CH2:27][CH2:28][CH2:29][CH2:30][NH:31][C:32]([O:34][CH2:35]C1C=CC=CC=1)=[O:33])[N:11]([CH2:23][CH:24]([CH3:26])[CH3:25])[S:12]([C:15]1[CH:20]=[CH:19][C:18]([O:21][CH3:22])=[CH:17][CH:16]=1)(=[O:14])=[O:13])C1C=CC=CC=1.[CH:43]1[C:55]2[CH:54](COC(ON3C(=O)CCC3=O)=O)[C:53]3[C:48](=[CH:49][CH:50]=[CH:51][CH:52]=3)[C:47]=2[CH:46]=[CH:45][CH:44]=1, predict the reaction product. The product is: [CH2:23]([N:11]([S:12]([C:15]1[CH:16]=[CH:17][C:18]([O:21][CH3:22])=[CH:19][CH:20]=1)(=[O:14])=[O:13])[C@H:10]([C:9]([OH:8])=[O:42])[CH2:27][CH2:28][CH2:29][CH2:30][NH:31][C:32]([O:34][CH2:35][CH:54]1[C:55]2[CH:43]=[CH:44][CH:45]=[CH:46][C:47]=2[C:48]2[C:53]1=[CH:52][CH:51]=[CH:50][CH:49]=2)=[O:33])[CH:24]([CH3:26])[CH3:25]. (7) The product is: [C:2]([C:7]1[O:11][C:10]([CH2:12][N:13]2[CH:17]=[CH:16][C:15]([NH:18][C:31]([C:29]3[N:30]=[C:26]([CH2:19][C:20]4[CH:25]=[CH:24][CH:23]=[CH:22][CH:21]=4)[O:27][C:28]=3[C:34]3[CH:39]=[CH:38][CH:37]=[CH:36][CH:35]=3)=[O:32])=[N:14]2)=[CH:9][CH:8]=1)(=[O:6])[CH3:1]. Given the reactants [CH3:1][C:2]1([C:7]2[O:11][C:10]([CH2:12][N:13]3[CH:17]=[CH:16][C:15]([NH2:18])=[N:14]3)=[CH:9][CH:8]=2)[O:6]CCO1.[CH2:19]([C:26]1[O:27][C:28]([C:34]2[CH:39]=[CH:38][CH:37]=[CH:36][CH:35]=2)=[C:29]([C:31](O)=[O:32])[N:30]=1)[C:20]1[CH:25]=[CH:24][CH:23]=[CH:22][CH:21]=1, predict the reaction product. (8) Given the reactants [CH3:1][O:2][C:3]([C:5]1[C:6]([OH:24])=[C:7]2[C:12](=[CH:13][N:14]=1)[N:11]([CH2:15][C:16]1[CH:21]=[CH:20][CH:19]=[CH:18][CH:17]=1)[C:10](=[O:22])[C:9](Br)=[CH:8]2)=[O:4].[F:25][C:26]([F:37])([F:36])[C:27]1[CH:32]=[CH:31][CH:30]=[CH:29][C:28]=1B(O)O.[O-]P([O-])([O-])=O.[K+].[K+].[K+].COC1C=CC=C(OC)C=1C1C=CC=CC=1P(C1CCCCC1)C1CCCCC1.Cl, predict the reaction product. The product is: [CH3:1][O:2][C:3]([C:5]1[C:6]([OH:24])=[C:7]2[C:12](=[CH:13][N:14]=1)[N:11]([CH2:15][C:16]1[CH:21]=[CH:20][CH:19]=[CH:18][CH:17]=1)[C:10](=[O:22])[C:9]([C:28]1[CH:29]=[CH:30][CH:31]=[CH:32][C:27]=1[C:26]([F:37])([F:36])[F:25])=[CH:8]2)=[O:4].